Dataset: Forward reaction prediction with 1.9M reactions from USPTO patents (1976-2016). Task: Predict the product of the given reaction. Given the reactants [Br:1][C:2]1[CH:3]=[CH:4][C:5]2[O:11][CH2:10][CH2:9][N:8]3[C:12](I)=[C:13]([C:15]([NH2:17])=[O:16])[N:14]=[C:7]3[C:6]=2[CH:19]=1.CC1(C)C(C)(C)OB([C:28]2[CH:29]=[N:30][N:31](C(OC(C)(C)C)=O)[CH:32]=2)O1, predict the reaction product. The product is: [Br:1][C:2]1[CH:3]=[CH:4][C:5]2[O:11][CH2:10][CH2:9][N:8]3[C:12]([C:28]4[CH:29]=[N:30][NH:31][CH:32]=4)=[C:13]([C:15]([NH2:17])=[O:16])[N:14]=[C:7]3[C:6]=2[CH:19]=1.